From a dataset of Full USPTO retrosynthesis dataset with 1.9M reactions from patents (1976-2016). Predict the reactants needed to synthesize the given product. (1) Given the product [Cl:1][C:2]1[CH:22]=[CH:21][C:5]2[N:6]([CH2:18][C:19]#[CH:20])[C:7](=[O:17])[CH2:8][N:9]3[C:30](=[O:31])[C@@H:29]([O:28][C:27]4[CH:33]=[C:34]([O:36][CH3:37])[CH:35]=[C:25]([O:24][CH3:23])[CH:26]=4)[C@:10]3([C:11]3[CH:16]=[CH:15][CH:14]=[CH:13][CH:12]=3)[C:4]=2[CH:3]=1, predict the reactants needed to synthesize it. The reactants are: [Cl:1][C:2]1[CH:22]=[CH:21][C:5]2[N:6]([CH2:18][C:19]#[CH:20])[C:7](=[O:17])[CH2:8][N:9]=[C:10]([C:11]3[CH:16]=[CH:15][CH:14]=[CH:13][CH:12]=3)[C:4]=2[CH:3]=1.[CH3:23][O:24][C:25]1[CH:26]=[C:27]([CH:33]=[C:34]([O:36][CH3:37])[CH:35]=1)[O:28][CH2:29][C:30](O)=[O:31]. (2) Given the product [OH:15][C:11]1[CH:10]=[C:9]2[C:14](=[CH:13][CH:12]=1)[C:5]([C:3]([O:2][CH3:1])=[O:4])=[CH:6][CH:7]=[C:8]2[I:22], predict the reactants needed to synthesize it. The reactants are: [CH3:1][O:2][C:3]([C:5]1[C:14]2[C:9](=[CH:10][C:11]([OH:15])=[CH:12][CH:13]=2)[C:8](N)=[CH:7][CH:6]=1)=[O:4].Cl.N([O-])=O.[Na+].[I-:22].[K+]. (3) The reactants are: Br[C:2]1[CH:3]=[C:4]2[C:8](=[CH:9][CH:10]=1)[N:7]([CH2:11][C:12]1[CH:17]=[CH:16][C:15]([Cl:18])=[CH:14][CH:13]=1)[C:6]([CH3:19])=[C:5]2[C:20](=[O:32])[C:21]([NH:23][C:24]1[CH:29]=[CH:28][N:27]=[C:26]([O:30][CH3:31])[CH:25]=1)=[O:22].C(=O)([O-])[O-].[Cs+].[Cs+].[B-](F)(F)(F)[CH:40]=[CH2:41].[K+].C1(P(C2C=CC=CC=2)C2C=CC=CC=2)C=CC=CC=1. Given the product [Cl:18][C:15]1[CH:16]=[CH:17][C:12]([CH2:11][N:7]2[C:8]3[C:4](=[CH:3][C:2]([CH:40]=[CH2:41])=[CH:10][CH:9]=3)[C:5]([C:20](=[O:32])[C:21]([NH:23][C:24]3[CH:29]=[CH:28][N:27]=[C:26]([O:30][CH3:31])[CH:25]=3)=[O:22])=[C:6]2[CH3:19])=[CH:13][CH:14]=1, predict the reactants needed to synthesize it. (4) Given the product [C:9]([C:3]1[C:4]([OH:5])=[CH:6][CH:7]=[CH:8][C:1]=1[OH:2])(=[O:11])[CH3:10], predict the reactants needed to synthesize it. The reactants are: [C:1]1([CH:8]=[CH:7][CH:6]=[C:4]([OH:5])[CH:3]=1)[OH:2].[C:9](OC(=O)C)(=[O:11])[CH3:10]. (5) Given the product [C:10]([C:7]1[CH:8]=[CH:9][C:2]2[S:14][C:13]([C:12]([O:16][CH3:17])=[O:15])=[CH:4][C:3]=2[CH:6]=1)#[N:11], predict the reactants needed to synthesize it. The reactants are: F[C:2]1[CH:9]=[CH:8][C:7]([C:10]#[N:11])=[CH:6][C:3]=1[CH:4]=O.[C:12]([O:16][CH3:17])(=[O:15])[CH2:13][SH:14].C(=O)([O-])[O-].[K+].[K+].CN(C)C=O.